Predict the reactants needed to synthesize the given product. From a dataset of Full USPTO retrosynthesis dataset with 1.9M reactions from patents (1976-2016). (1) The reactants are: [C:1]([S:4][CH2:5][C@H:6]1[N:11]([CH2:12][C@H:13]([OH:25])[C:14]2[C:15]([CH3:24])=[C:16]3[C:20](=[CH:21][CH:22]=2)[C:19](=[O:23])[O:18][CH2:17]3)[CH2:10][CH2:9][N:8]([C:26]([O:28][C:29]([CH3:32])([CH3:31])[CH3:30])=[O:27])[CH2:7]1)(=[O:3])[CH3:2].CC1C2COC(=O)C=2C=CC=1[C@H]1CO1. Given the product [C:1]([S:4][CH2:5][C@H:6]1[N:11]([CH2:12][C@@H:13]([OH:25])[C:14]2[C:15]([CH3:24])=[C:16]3[C:20](=[CH:21][CH:22]=2)[C:19](=[O:23])[O:18][CH2:17]3)[CH2:10][CH2:9][N:8]([C:26]([O:28][C:29]([CH3:32])([CH3:31])[CH3:30])=[O:27])[CH2:7]1)(=[O:3])[CH3:2], predict the reactants needed to synthesize it. (2) The reactants are: [CH2:1]([C:8]1[C:9]([CH2:24][CH3:25])=[C:10]([C:22]#[N:23])[C:11]2[N:12]([N:15]=[C:16]([C:18]([CH3:21])([CH3:20])[CH3:19])[N:17]=2)[C:13]=1O)[C:2]1[CH:7]=[CH:6][CH:5]=[CH:4][CH:3]=1.P(Cl)(Cl)([Cl:28])=O. Given the product [CH2:1]([C:8]1[C:9]([CH2:24][CH3:25])=[C:10]([C:22]#[N:23])[C:11]2[N:12]([N:15]=[C:16]([C:18]([CH3:21])([CH3:20])[CH3:19])[N:17]=2)[C:13]=1[Cl:28])[C:2]1[CH:7]=[CH:6][CH:5]=[CH:4][CH:3]=1, predict the reactants needed to synthesize it.